Task: Predict the reactants needed to synthesize the given product.. Dataset: Full USPTO retrosynthesis dataset with 1.9M reactions from patents (1976-2016) (1) Given the product [CH3:5][O:6][C:7](=[O:16])[C:8]1[CH:13]=[C:12]([N+:1]([O-:4])=[O:2])[C:11]([OH:14])=[C:10]([Cl:15])[CH:9]=1, predict the reactants needed to synthesize it. The reactants are: [N+:1]([O-:4])(O)=[O:2].[CH3:5][O:6][C:7](=[O:16])[C:8]1[CH:13]=[CH:12][C:11]([OH:14])=[C:10]([Cl:15])[CH:9]=1. (2) Given the product [C:26]([C:28]1[CH:33]=[CH:32][CH:31]=[CH:30][C:29]=1[C:5]1[C:4]([C:3]([OH:2])=[O:24])=[CH:9][C:8]([C:10]2[S:11][CH:12]=[C:13]([C:15]3[CH:20]=[CH:19][C:18]([Cl:21])=[C:17]([Cl:22])[CH:16]=3)[N:14]=2)=[CH:7][CH:6]=1)(=[O:27])[NH2:25], predict the reactants needed to synthesize it. The reactants are: C[O:2][C:3](=[O:24])[C:4]1[CH:9]=[C:8]([C:10]2[S:11][CH:12]=[C:13]([C:15]3[CH:20]=[CH:19][C:18]([Cl:21])=[C:17]([Cl:22])[CH:16]=3)[N:14]=2)[CH:7]=[CH:6][C:5]=1Br.[NH2:25][C:26]([C:28]1[CH:33]=[CH:32][CH:31]=[CH:30][C:29]=1B(O)O)=[O:27]. (3) Given the product [C:1]([C:3]1[CH:4]=[CH:5][C:6]([NH:9][C:10]([CH:12]2[NH:16][CH:15]([CH2:17][C:18]([CH3:21])([CH3:20])[CH3:19])[C:14]3([C:29]4[C:24](=[CH:25][C:26]([Cl:30])=[CH:27][CH:28]=4)[NH:23][C:22]3=[O:31])[CH:13]2[C:32]2[CH:37]=[C:36]([F:38])[CH:35]=[C:34]([Cl:39])[CH:33]=2)=[O:11])=[CH:7][CH:8]=1)(=[O:40])[NH2:2], predict the reactants needed to synthesize it. The reactants are: [C:1]([C:3]1[CH:8]=[CH:7][C:6]([NH:9][C:10]([CH:12]2[NH:16][CH:15]([CH2:17][C:18]([CH3:21])([CH3:20])[CH3:19])[C:14]3([C:29]4[C:24](=[CH:25][C:26]([Cl:30])=[CH:27][CH:28]=4)[NH:23][C:22]3=[O:31])[CH:13]2[C:32]2[CH:37]=[C:36]([F:38])[CH:35]=[C:34]([Cl:39])[CH:33]=2)=[O:11])=[CH:5][CH:4]=1)#[N:2].[OH:40]O.[OH-].[Na+]. (4) Given the product [Br:26][C:27]1[CH:28]=[CH:29][C:30]([CH2:33][N:34]2[CH2:35][CH2:36][N:37]([C:40]([O:42][CH2:43][C:44]3[CH:45]=[CH:46][CH:47]=[CH:48][CH:49]=3)=[O:41])[CH2:38][CH2:39]2)=[CH:31][CH:32]=1, predict the reactants needed to synthesize it. The reactants are: N1(C(OCC2C=CC=CC=2)=O)CCNCC1.BrC1C=CC(C=O)=CC=1.[Br:26][C:27]1[CH:32]=[CH:31][C:30]([CH2:33][N:34]2[CH2:39][CH2:38][N:37]([C:40]([O:42][CH2:43][C:44]3[CH:49]=[CH:48][CH:47]=[CH:46][CH:45]=3)=[O:41])[C@@H:36](C)[CH2:35]2)=[CH:29][CH:28]=1. (5) Given the product [C:1]([C:3]1[CH:8]=[CH:7][C:6]([CH2:9][CH2:10][CH:11](/[CH:23]=[CH:24]/[C:25]2[CH:30]=[CH:29][CH:28]=[CH:27][C:26]=2[O:31][CH2:33][CH2:34][CH2:35][CH2:36][C:37]2[CH:42]=[CH:41][CH:40]=[CH:39][CH:38]=2)[CH2:12][C:13]2[CH:14]=[CH:15][C:16]([C:17]([O:19][CH3:20])=[O:18])=[CH:21][CH:22]=2)=[CH:5][CH:4]=1)#[N:2], predict the reactants needed to synthesize it. The reactants are: [C:1]([C:3]1[CH:8]=[CH:7][C:6]([CH2:9][CH2:10][CH:11](/[CH:23]=[CH:24]/[C:25]2[CH:30]=[CH:29][CH:28]=[CH:27][C:26]=2[OH:31])[CH2:12][C:13]2[CH:22]=[CH:21][C:16]([C:17]([O:19][CH3:20])=[O:18])=[CH:15][CH:14]=2)=[CH:5][CH:4]=1)#[N:2].Br[CH2:33][CH2:34][CH2:35][CH2:36][C:37]1[CH:42]=[CH:41][CH:40]=[CH:39][CH:38]=1.C(=O)([O-])[O-].[K+].[K+]. (6) Given the product [CH2:28]([O:30][C:31](=[O:35])[CH:32]=[CH:33][C:17]#[C:16][CH:15]([C:10]1[CH:11]=[CH:12][CH:13]=[CH:14][C:9]=1[C:7]([C:6]1[O:5][CH:4]=[N:3][C:2]=1[CH3:1])=[O:8])[CH3:18])[CH3:29], predict the reactants needed to synthesize it. The reactants are: [CH3:1][C:2]1[N:3]=[CH:4][O:5][C:6]=1[C:7]([C:9]1[CH:14]=[CH:13][CH:12]=[CH:11][C:10]=1[CH:15]([CH3:18])[C:16]#[CH:17])=[O:8].C(N(CC)C(C)C)(C)C.[CH2:28]([O:30][C:31](=[O:35])[CH:32]=[CH:33]I)[CH3:29].CCCCCC.